From a dataset of Forward reaction prediction with 1.9M reactions from USPTO patents (1976-2016). Predict the product of the given reaction. (1) The product is: [Br:45][C:19]1[S:18][C:17]([C:21]([O:23][CH3:24])=[O:22])=[C:16]([NH:15][C:13](=[O:14])[C:12]([F:11])([F:25])[F:26])[CH:20]=1. Given the reactants NC1C=CSC=1C(OC)=O.[F:11][C:12]([F:26])([F:25])[C:13]([NH:15][C:16]1[CH:20]=[CH:19][S:18][C:17]=1[C:21]([O:23][CH3:24])=[O:22])=[O:14].FC(F)(F)C(OC(=O)C(F)(F)F)=O.C([Li])CCC.[Br:45]CCBr, predict the reaction product. (2) Given the reactants [Br-].ClC1C=CC(C[P+](C2C=CC=CC=2)(C2C=CC=CC=2)C2C=CC=CC=2)=CC=1.[Br-].ClC1C=CC(C[P+](C2C=CC=CC=2)(C2C=CC=CC=2)C2C=CC=CC=2)=CC=1F.[Cl:58][C:59]1[CH:78]=[CH:77][C:62]([CH:63]=[C:64]2[CH2:69][CH2:68][N:67]([C:70]([O:72][C:73]([CH3:76])([CH3:75])[CH3:74])=[O:71])[CH2:66][CH2:65]2)=[CH:61][C:60]=1F.[Li]CCCC.O=C1CCN(C(OC(C)(C)C)=O)CC1.[Cl-].[NH4+], predict the reaction product. The product is: [Cl:58][C:59]1[CH:78]=[CH:77][C:62]([CH:63]=[C:64]2[CH2:65][CH2:66][N:67]([C:70]([O:72][C:73]([CH3:74])([CH3:75])[CH3:76])=[O:71])[CH2:68][CH2:69]2)=[CH:61][CH:60]=1. (3) Given the reactants Br[C:2]1[N:3]=[C:4]([O:29][CH3:30])[C:5]([N:8](COCCO[Si](C)(C)C)[S:9]([C:12]2[CH:17]=[CH:16][CH:15]=[C:14]([Cl:18])[C:13]=2[Cl:19])(=[O:11])=[O:10])=[N:6][CH:7]=1.[OH:31][CH2:32][C@@H:33]1[CH2:37][CH2:36][CH2:35][N:34]1C(OC(C)(C)C)=O.[H-].[Na+].Cl, predict the reaction product. The product is: [ClH:18].[Cl:19][C:13]1[C:14]([Cl:18])=[CH:15][CH:16]=[CH:17][C:12]=1[S:9]([NH:8][C:5]1[C:4]([O:29][CH3:30])=[N:3][C:2]([O:31][CH2:32][C@@H:33]2[CH2:37][CH2:36][CH2:35][NH:34]2)=[CH:7][N:6]=1)(=[O:10])=[O:11]. (4) The product is: [NH2:1][C:2]1[N:7]2[CH:8]=[C:9]([CH2:11][CH3:12])[N:10]=[C:6]2[C:5]([C:13]([NH:15][CH2:16][CH:17]2[CH2:22][CH2:21][N:20]([CH2:23][CH2:24][NH:41][S:42]([CH3:45])(=[O:44])=[O:43])[CH2:19][CH2:18]2)=[O:14])=[CH:4][C:3]=1[Cl:30]. Given the reactants [NH2:1][C:2]1[N:7]2[CH:8]=[C:9]([CH2:11][CH3:12])[N:10]=[C:6]2[C:5]([C:13]([NH:15][CH2:16][CH:17]2[CH2:22][CH2:21][N:20]([CH2:23][C:24](=O)C(C)(C)C)[CH2:19][CH2:18]2)=[O:14])=[CH:4][C:3]=1[Cl:30].NCC1CCN(CC[NH:41][S:42]([CH3:45])(=[O:44])=[O:43])CC1, predict the reaction product. (5) The product is: [CH3:1][O:2][C:3](=[O:22])[CH:4]([C:13]1[CH:18]=[CH:17][C:16]([C:19]#[N:20])=[CH:15][C:14]=1[Cl:21])[N:5]1[C:9]([CH2:10][CH2:11][O:12][S:31]([CH3:30])(=[O:33])=[O:32])=[CH:8][N:7]=[CH:6]1. Given the reactants [CH3:1][O:2][C:3](=[O:22])[CH:4]([C:13]1[CH:18]=[CH:17][C:16]([C:19]#[N:20])=[CH:15][C:14]=1[Cl:21])[N:5]1[C:9]([CH2:10][CH2:11][OH:12])=[CH:8][N:7]=[CH:6]1.CCN(CC)CC.[CH3:30][S:31](Cl)(=[O:33])=[O:32], predict the reaction product. (6) Given the reactants C(OC([N:8]1[CH2:13][CH2:12][N:11]([C:14]2[C:15]3[C:29]([O:30][CH3:31])=[CH:28][N:27]=[CH:26][C:16]=3[N:17]=[C:18]([C:20]3[CH:25]=[CH:24][N:23]=[CH:22][CH:21]=3)[N:19]=2)[CH2:10][CH:9]1[C:32](=[O:42])[NH:33][CH2:34][CH2:35][C:36]1[CH:41]=[CH:40][CH:39]=[CH:38][CH:37]=1)=O)(C)(C)C.C(OC(N1CCN(C2C3C(OC)=CN=CC=3N=C(C3C=CN=CC=3)N=2)CC1C(O)=O)=O)(C)(C)C.CN(C)C=O.ON1C2C=CC=CC=2N=N1.CN1CCOCC1.C(N)CC1C=CC=CC=1.Cl.CN(C)CCCN=C=NCC, predict the reaction product. The product is: [CH2:34]([NH:33][C:32]([CH:9]1[CH2:10][N:11]([C:14]2[C:15]3[C:29]([O:30][CH3:31])=[CH:28][N:27]=[CH:26][C:16]=3[N:17]=[C:18]([C:20]3[CH:25]=[CH:24][N:23]=[CH:22][CH:21]=3)[N:19]=2)[CH2:12][CH2:13][NH:8]1)=[O:42])[CH2:35][C:36]1[CH:37]=[CH:38][CH:39]=[CH:40][CH:41]=1.